From a dataset of NCI-60 drug combinations with 297,098 pairs across 59 cell lines. Regression. Given two drug SMILES strings and cell line genomic features, predict the synergy score measuring deviation from expected non-interaction effect. (1) Drug 1: C1=NC2=C(N=C(N=C2N1C3C(C(C(O3)CO)O)O)F)N. Drug 2: B(C(CC(C)C)NC(=O)C(CC1=CC=CC=C1)NC(=O)C2=NC=CN=C2)(O)O. Cell line: BT-549. Synergy scores: CSS=35.2, Synergy_ZIP=-6.82, Synergy_Bliss=-6.91, Synergy_Loewe=-31.9, Synergy_HSA=-4.86. (2) Drug 1: C1=C(C(=O)NC(=O)N1)F. Drug 2: C1C(C(OC1N2C=C(C(=O)NC2=O)F)CO)O. Cell line: CCRF-CEM. Synergy scores: CSS=57.8, Synergy_ZIP=-11.3, Synergy_Bliss=-14.9, Synergy_Loewe=-9.16, Synergy_HSA=-5.75. (3) Drug 1: C1CN(CCN1C(=O)CCBr)C(=O)CCBr. Drug 2: CC1C(C(CC(O1)OC2CC(CC3=C2C(=C4C(=C3O)C(=O)C5=C(C4=O)C(=CC=C5)OC)O)(C(=O)CO)O)N)O.Cl. Cell line: MCF7. Synergy scores: CSS=45.7, Synergy_ZIP=-8.49, Synergy_Bliss=-5.77, Synergy_Loewe=-0.163, Synergy_HSA=1.13. (4) Drug 1: CCCCCOC(=O)NC1=NC(=O)N(C=C1F)C2C(C(C(O2)C)O)O. Drug 2: C1CCC(C(C1)N)N.C(=O)(C(=O)[O-])[O-].[Pt+4]. Cell line: UACC62. Synergy scores: CSS=21.9, Synergy_ZIP=-5.00, Synergy_Bliss=-2.56, Synergy_Loewe=-17.7, Synergy_HSA=-3.40.